Regression/Classification. Given a drug SMILES string, predict its absorption, distribution, metabolism, or excretion properties. Task type varies by dataset: regression for continuous measurements (e.g., permeability, clearance, half-life) or binary classification for categorical outcomes (e.g., BBB penetration, CYP inhibition). Dataset: cyp2c9_veith. From a dataset of CYP2C9 inhibition data for predicting drug metabolism from PubChem BioAssay. (1) The drug is O=C(O)C[C@H](Nc1ccccc1)C(=O)O. The result is 0 (non-inhibitor). (2) The result is 1 (inhibitor). The molecule is CCCCSC(=S)N(C)C1CCS(=O)(=O)C1. (3) The molecule is Br.NCCC1([N+](=O)[O-])CCNCC1. The result is 0 (non-inhibitor).